From a dataset of Catalyst prediction with 721,799 reactions and 888 catalyst types from USPTO. Predict which catalyst facilitates the given reaction. Reactant: [CH2:1]([CH:8]1[C:14](=[O:15])[C:13](=[N:16]O)[CH:12]2[CH2:18][CH:9]1[CH2:10][CH2:11]2)[C:2]1[CH:7]=[CH:6][CH:5]=[CH:4][N:3]=1.[ClH:19].[H][H]. Product: [ClH:19].[NH2:16][CH:13]1[CH:12]2[CH2:18][CH:9]([CH2:10][CH2:11]2)[CH:8]([CH2:1][C:2]2[CH:7]=[CH:6][CH:5]=[CH:4][N:3]=2)[C:14]1=[O:15]. The catalyst class is: 63.